Task: Predict the product of the given reaction.. Dataset: Forward reaction prediction with 1.9M reactions from USPTO patents (1976-2016) (1) The product is: [F:1][C:2]1[CH:7]=[C:6]([O:8][C:9]([F:10])([F:11])[F:12])[CH:5]=[CH:4][C:3]=1[C@H:13]1[CH2:18][C@H:17]([C:19]2[O:23][NH:22][C:21](=[O:24])[CH:20]=2)[CH2:16][CH2:15][NH:14]1. Given the reactants [F:1][C:2]1[CH:7]=[C:6]([O:8][C:9]([F:12])([F:11])[F:10])[CH:5]=[CH:4][C:3]=1[C@H:13]1[CH2:18][C@H:17]([C:19]2[O:23][NH:22][C:21](=[O:24])[CH:20]=2)[CH2:16][CH2:15][N:14]1C(OC)=O.Br, predict the reaction product. (2) Given the reactants [C:1]([C:5]1[CH:6]=[C:7]([N+:15]([O-])=O)[C:8]2[O:12][C:11]([CH3:13])=[N:10][C:9]=2[CH:14]=1)([CH3:4])([CH3:3])[CH3:2], predict the reaction product. The product is: [C:1]([C:5]1[CH:6]=[C:7]([NH2:15])[C:8]2[O:12][C:11]([CH3:13])=[N:10][C:9]=2[CH:14]=1)([CH3:4])([CH3:2])[CH3:3]. (3) Given the reactants [OH:1][C:2]1[CH:7]=[C:6]([CH:8]([CH3:10])[CH3:9])[N:5]([C:11]2[CH:16]=[CH:15][CH:14]=[CH:13][CH:12]=2)[C:4](=[O:17])[CH:3]=1.[F:18][C:19]([F:32])([F:31])[S:20](O[S:20]([C:19]([F:32])([F:31])[F:18])(=[O:22])=[O:21])(=[O:22])=[O:21].O, predict the reaction product. The product is: [F:18][C:19]([F:32])([F:31])[S:20]([O:1][C:2]1[CH:7]=[C:6]([CH:8]([CH3:10])[CH3:9])[N:5]([C:11]2[CH:16]=[CH:15][CH:14]=[CH:13][CH:12]=2)[C:4](=[O:17])[CH:3]=1)(=[O:22])=[O:21]. (4) Given the reactants Br[C:2]1[CH:16]=[C:15]2[C:5]([CH2:6][C:7]([CH3:18])([CH3:17])[CH2:8][C:9]32[CH2:13][O:12][C:11]([NH2:14])=[N:10]3)=[CH:4][CH:3]=1.[C:19]([C:21]1[CH:22]=[C:23](B(O)O)[CH:24]=[N:25][CH:26]=1)#[N:20].C([O-])([O-])=O.[Na+].[Na+], predict the reaction product. The product is: [NH2:14][C:11]1[O:12][CH2:13][C:9]2([C:15]3[C:5](=[CH:4][CH:3]=[C:2]([C:23]4[CH:24]=[N:25][CH:26]=[C:21]([CH:22]=4)[C:19]#[N:20])[CH:16]=3)[CH2:6][C:7]([CH3:18])([CH3:17])[CH2:8]2)[N:10]=1. (5) Given the reactants [F:1][CH:2]([F:21])[C:3]1[CH:8]([OH:9])[CH2:7][C:6]([CH3:11])([CH3:10])[C:5](/[CH:13]=[CH:14]/[C:15](/[CH3:19])=[CH:16]\[CH2:17][OH:18])([OH:12])[C:4]=1[CH3:20], predict the reaction product. The product is: [F:1][CH:2]([F:21])[C:3]1[CH:8]([OH:9])[CH2:7][C:6]([CH3:11])([CH3:10])[C:5](/[CH:13]=[CH:14]/[C:15](/[CH3:19])=[CH:16]\[CH:17]=[O:18])([OH:12])[C:4]=1[CH3:20].